This data is from Forward reaction prediction with 1.9M reactions from USPTO patents (1976-2016). The task is: Predict the product of the given reaction. (1) Given the reactants [O:1]=[C:2]1[N:13]2[C:14]3[C:9]([CH2:10][CH2:11][CH2:12]2)=[CH:8][CH:7]=[CH:6][C:5]=3[CH:4]=[C:3]1[C:15]([O:17][CH2:18][CH3:19])=[O:16].CO[CH2:22][N:23]([CH2:29][C:30]1[CH:35]=[CH:34][CH:33]=[CH:32][CH:31]=1)[CH2:24][Si](C)(C)C.FC(F)(F)C(O)=O, predict the reaction product. The product is: [CH2:29]([N:23]1[CH2:24][C@H:4]2[C@:3]([C:15]([O:17][CH2:18][CH3:19])=[O:16])([C:2](=[O:1])[N:13]3[CH2:12][CH2:11][CH2:10][C:9]4[CH:8]=[CH:7][CH:6]=[C:5]2[C:14]3=4)[CH2:22]1)[C:30]1[CH:35]=[CH:34][CH:33]=[CH:32][CH:31]=1. (2) Given the reactants C[O:2][C:3]([C:5]1[CH:10]=[CH:9][NH:8][C:7](=[O:11])[CH:6]=1)=[O:4].[OH-:12].C([N+](CC[CH2:28][CH3:29])(CCCC)CCCC)CCC.[OH-:30].[NH4+].[C:32]1([CH3:38])[CH:37]=[CH:36][CH:35]=[CH:34][CH:33]=1, predict the reaction product. The product is: [CH2:28]([O:12][C:38]([C:32]1[CH:37]=[CH:36][C:35]([N:8]2[CH:9]=[CH:10][C:5]([C:3]([OH:2])=[O:4])=[CH:6][C:7]2=[O:11])=[CH:34][CH:33]=1)=[O:30])[CH3:29]. (3) Given the reactants [CH3:1][O:2][C:3]1[N:8]=[CH:7][C:6]([NH:9][C:10]2[C:17]([C:18]3[N:26]=[C:25]([CH3:27])[N:24]=[C:23]4[C:19]=3[N:20]=[CH:21][N:22]4C3CCCCO3)=[CH:16][C:13]([CH:14]=O)=[CH:12][N:11]=2)=[CH:5][CH:4]=1.[NH2:34][CH2:35][C:36]1[CH:37]=[N:38][CH:39]=[CH:40][CH:41]=1.[BH4-].[Na+].Cl.C(O)(C(F)(F)F)=O, predict the reaction product. The product is: [CH3:1][O:2][C:3]1[N:8]=[CH:7][C:6]([NH:9][C:10]2[C:17]([C:18]3[N:26]=[C:25]([CH3:27])[N:24]=[C:23]4[C:19]=3[N:20]=[CH:21][NH:22]4)=[CH:16][C:13]([CH2:14][NH:34][CH2:35][C:36]3[CH:37]=[N:38][CH:39]=[CH:40][CH:41]=3)=[CH:12][N:11]=2)=[CH:5][CH:4]=1. (4) Given the reactants [NH2:1][C:2]1[C:3]([C:7]([OH:9])=O)=[N:4][S:5][N:6]=1.[Br:10][C:11]1[CH:12]=[C:13]([CH:15]=[CH:16][C:17]=1[F:18])[NH2:14].F[P-](F)(F)(F)(F)F.N1(OC(N(C)C)=[N+](C)C)C2C=CC=CC=2N=N1.C(N(CC)C(C)C)(C)C, predict the reaction product. The product is: [NH2:1][C:2]1[C:3]([C:7]([NH:14][C:13]2[CH:15]=[CH:16][C:17]([F:18])=[C:11]([Br:10])[CH:12]=2)=[O:9])=[N:4][S:5][N:6]=1. (5) The product is: [NH:8]1[CH2:9][CH2:10][CH:11]([NH:14][C:15]2[O:16][C:17]3[CH:23]=[CH:22][CH:21]=[C:20]([O:24][CH2:25][C:26]4[CH:27]=[CH:28][N:29]=[CH:30][CH:31]=4)[C:18]=3[N:19]=2)[CH2:12][CH2:13]1. Given the reactants C(OC([N:8]1[CH2:13][CH2:12][CH:11]([NH:14][C:15]2[O:16][C:17]3[CH:23]=[CH:22][CH:21]=[C:20]([O:24][CH2:25][C:26]4[CH:31]=[CH:30][N:29]=[CH:28][CH:27]=4)[C:18]=3[N:19]=2)[CH2:10][CH2:9]1)=O)(C)(C)C.Cl.[NH4+].[OH-], predict the reaction product. (6) Given the reactants [NH2:1][C:2]1[CH:7]=[CH:6][C:5]([CH:8]([C:16]([O:18][C:19]([CH3:22])([CH3:21])[CH3:20])=[O:17])[C:9]([O:11][C:12]([CH3:15])([CH3:14])[CH3:13])=[O:10])=[CH:4][CH:3]=1.C(Cl)Cl.C([O-])(O)=O.[Na+].[CH2:31]([O:38][C:39](Cl)=[O:40])[C:32]1[CH:37]=[CH:36][CH:35]=[CH:34][CH:33]=1, predict the reaction product. The product is: [CH2:31]([O:38][C:39]([NH:1][C:2]1[CH:7]=[CH:6][C:5]([CH:8]([C:9]([O:11][C:12]([CH3:15])([CH3:13])[CH3:14])=[O:10])[C:16]([O:18][C:19]([CH3:22])([CH3:21])[CH3:20])=[O:17])=[CH:4][CH:3]=1)=[O:40])[C:32]1[CH:37]=[CH:36][CH:35]=[CH:34][CH:33]=1. (7) The product is: [Br:12][C:5]1[CH:6]=[C:7]([CH2:10][O:26]/[N:25]=[CH:24]/[C:17]2[C:18]3[C:23](=[CH:22][CH:21]=[CH:20][CH:19]=3)[N:15]([CH3:14])[C:16]=2[CH3:27])[CH:8]=[CH:9][C:4]=1[C:3]([OH:2])=[O:13]. Given the reactants C[O:2][C:3](=[O:13])[C:4]1[CH:9]=[CH:8][C:7]([CH2:10]Br)=[CH:6][C:5]=1[Br:12].[CH3:14][N:15]1[C:23]2[C:18](=[CH:19][CH:20]=[CH:21][CH:22]=2)[C:17]([CH:24]=[N:25][OH:26])=[C:16]1[CH3:27], predict the reaction product. (8) Given the reactants BrCC1C=CC(S(N2CCOCC2)(=O)=O)=CC=1.[C:18]([C:20]1[CH:27]=[CH:26][C:23]([CH2:24]Br)=[CH:22][CH:21]=1)#[N:19].COC1C=C(C=CC=1)CNC(C1SC2N(C)C(=O)NC(=O)C=2C=1)=O.[CH3:52][O:53][C:54]1[CH:75]=[CH:74][C:57]([CH2:58][NH:59][C:60]([C:62]2[S:73][C:65]3[N:66]([CH3:72])[C:67](=[O:71])[NH:68][C:69](=[O:70])[C:64]=3[CH:63]=2)=[O:61])=[CH:56][CH:55]=1, predict the reaction product. The product is: [CH3:52][O:53][C:54]1[CH:55]=[CH:56][C:57]([CH2:58][NH:59][C:60]([C:62]2[S:73][C:65]3[N:66]([CH3:72])[C:67](=[O:71])[N:68]([CH2:24][C:23]4[CH:26]=[CH:27][C:20]([C:18]#[N:19])=[CH:21][CH:22]=4)[C:69](=[O:70])[C:64]=3[CH:63]=2)=[O:61])=[CH:74][CH:75]=1.